This data is from Reaction yield outcomes from USPTO patents with 853,638 reactions. The task is: Predict the reaction yield, written as a fraction of the theoretical maximum amount of product (1.0 means a 100% yield; for example, 0.34 means a 34% yield). (1) The catalyst is CCO. The product is [C:1]([O:5][C:6](=[O:7])[NH:8][C:9]1[CH:18]=[CH:17][CH:16]=[C:11]([C:12](=[O:14])[NH:19][CH2:20][C@H:21]([OH:33])[CH2:22][N:23]2[CH2:32][CH2:31][C:30]3[C:25](=[CH:26][CH:27]=[CH:28][CH:29]=3)[CH2:24]2)[CH:10]=1)([CH3:2])([CH3:3])[CH3:4]. The reactants are [C:1]([O:5][C:6]([NH:8][C:9]1[CH:10]=[C:11]([CH:16]=[CH:17][CH:18]=1)[C:12]([O:14]C)=O)=[O:7])([CH3:4])([CH3:3])[CH3:2].[NH2:19][CH2:20][C@H:21]([OH:33])[CH2:22][N:23]1[CH2:32][CH2:31][C:30]2[C:25](=[CH:26][CH:27]=[CH:28][CH:29]=2)[CH2:24]1. The yield is 0.588. (2) The reactants are Cl.[NH2:2][CH2:3][C:4]1[CH:5]=[CH:6][C:7]([F:13])=[C:8]([B:10]([OH:12])[OH:11])[CH:9]=1.[C:14](O[C:14]([O:16][C:17]([CH3:20])([CH3:19])[CH3:18])=[O:15])([O:16][C:17]([CH3:20])([CH3:19])[CH3:18])=[O:15].C(N(CC)CC)C.O. The catalyst is CO. The product is [C:17]([O:16][C:14]([NH:2][CH2:3][C:4]1[CH:5]=[CH:6][C:7]([F:13])=[C:8]([B:10]([OH:12])[OH:11])[CH:9]=1)=[O:15])([CH3:20])([CH3:19])[CH3:18]. The yield is 0.920.